Dataset: Peptide-MHC class I binding affinity with 185,985 pairs from IEDB/IMGT. Task: Regression. Given a peptide amino acid sequence and an MHC pseudo amino acid sequence, predict their binding affinity value. This is MHC class I binding data. (1) The MHC is Mamu-A02 with pseudo-sequence Mamu-A02. The binding affinity (normalized) is 0.657. The peptide sequence is LTYLQYGWSY. (2) The peptide sequence is DITNILGGV. The MHC is HLA-A02:06 with pseudo-sequence HLA-A02:06. The binding affinity (normalized) is 0.176. (3) The peptide sequence is PHFKVGWAWW. The MHC is Mamu-A07 with pseudo-sequence Mamu-A07. The binding affinity (normalized) is 0.